Dataset: Full USPTO retrosynthesis dataset with 1.9M reactions from patents (1976-2016). Task: Predict the reactants needed to synthesize the given product. (1) Given the product [CH3:1][C:2]1[CH:7]=[CH:6][C:5]([S:8]([O:11][CH2:12][CH:13]2[CH2:17][C:16]3[CH:18]=[CH:19][CH:20]=[C:21]([C:25]4[CH:26]=[CH:27][CH:28]=[CH:29][C:24]=4[F:23])[C:15]=3[O:14]2)(=[O:10])=[O:9])=[CH:4][CH:3]=1, predict the reactants needed to synthesize it. The reactants are: [CH3:1][C:2]1[CH:7]=[CH:6][C:5]([S:8]([O:11][CH2:12][CH:13]2[CH2:17][C:16]3[CH:18]=[CH:19][CH:20]=[C:21](Br)[C:15]=3[O:14]2)(=[O:10])=[O:9])=[CH:4][CH:3]=1.[F:23][C:24]1[CH:29]=[CH:28][CH:27]=[CH:26][C:25]=1B(O)O.C(=O)([O-])[O-].[K+].[K+].CC1C=CC(S(OCC2CC3C(C4C=CC=CC=4)=CC=CC=3O2)(=O)=O)=CC=1. (2) Given the product [CH:2]([C@@H:3]1[CH2:8][O:7][CH2:6][CH2:5][N:4]1[C:9]([O:11][C:12]([CH3:15])([CH3:14])[CH3:13])=[O:10])=[O:1], predict the reactants needed to synthesize it. The reactants are: [OH:1][CH2:2][C@@H:3]1[CH2:8][O:7][CH2:6][CH2:5][N:4]1[C:9]([O:11][C:12]([CH3:15])([CH3:14])[CH3:13])=[O:10].CC(OI1(OC(C)=O)(OC(C)=O)OC(=O)C2C=CC=CC1=2)=O. (3) Given the product [OH:43][CH:42]([C:44]1[N:26]=[C:25]([CH2:24][N:5]2[C:6]3[C:11](=[C:10]([NH:12][C:13]([C:15]4[N:19]5[CH:20]=[CH:21][CH:22]=[CH:23][C:18]5=[N:17][CH:16]=4)=[O:14])[CH:9]=[CH:8][CH:7]=3)[C:3]([CH2:1][CH3:2])=[N:4]2)[CH:30]=[CH:29][CH:28]=1)[CH2:41][OH:37], predict the reactants needed to synthesize it. The reactants are: [CH2:1]([C:3]1[C:11]2[C:6](=[CH:7][CH:8]=[CH:9][C:10]=2[NH:12][C:13]([C:15]2[N:19]3[CH:20]=[CH:21][CH:22]=[CH:23][C:18]3=[N:17][CH:16]=2)=[O:14])[N:5]([CH2:24][C:25]2[CH:30]=[CH:29][CH:28]=C(C=C)[N:26]=2)[N:4]=1)[CH3:2].C[N+]1([O-])CC[O:37]CC1.[CH3:41][C:42]([CH3:44])=[O:43].O. (4) Given the product [CH3:15][N:14]([CH3:16])[C:12]1[C:11]([CH3:17])=[CH:10][C:9]2[NH:18][C:19](=[O:35])[CH2:20][C:21]([C:23]3[CH:28]=[CH:27][CH:26]=[C:25]([C:29]4[O:33][N:32]=[C:31]([CH3:34])[CH:30]=4)[CH:24]=3)=[N:7][C:8]=2[CH:13]=1, predict the reactants needed to synthesize it. The reactants are: C(OC(=O)[NH:7][C:8]1[CH:13]=[C:12]([N:14]([CH3:16])[CH3:15])[C:11]([CH3:17])=[CH:10][C:9]=1[NH:18][C:19](=[O:35])[CH2:20][C:21]([C:23]1[CH:28]=[CH:27][CH:26]=[C:25]([C:29]2[O:33][N:32]=[C:31]([CH3:34])[CH:30]=2)[CH:24]=1)=O)(C)(C)C.C(O)(C(F)(F)F)=O. (5) Given the product [N:10]1[CH:11]=[CH:12][CH:13]=[N:14][C:9]=1[C:21]1[CH:22]=[C:17]([CH:18]=[CH:19][CH:20]=1)[CH:15]=[O:16], predict the reactants needed to synthesize it. The reactants are: C1(C)C=CC=CC=1.Cl[C:9]1[N:14]=[CH:13][CH:12]=[CH:11][N:10]=1.[CH:15]([C:17]1[CH:18]=[C:19](B(O)O)[CH:20]=[CH:21][CH:22]=1)=[O:16].C([O-])([O-])=O.[K+].[K+]. (6) Given the product [ClH:1].[Cl:24][C:25]1[CH:30]=[CH:29][C:28]([NH:31][C:32]([N:10]2[CH2:11][CH2:12][C:7]3[NH:6][C:5]4[N:13]=[CH:14][C:2]([Cl:1])=[CH:3][C:4]=4[C:8]=3[CH2:9]2)=[O:33])=[CH:27][CH:26]=1, predict the reactants needed to synthesize it. The reactants are: [Cl:1][C:2]1[CH:14]=[N:13][C:5]2[NH:6][C:7]3[CH2:12][CH2:11][NH:10][CH2:9][C:8]=3[C:4]=2[CH:3]=1.CCN(C(C)C)C(C)C.[Cl:24][C:25]1[CH:30]=[CH:29][C:28]([N:31]=[C:32]=[O:33])=[CH:27][CH:26]=1.Cl.CCOCC. (7) Given the product [C:1]([O:5][C:6]([N:8]1[CH2:12][C@H:11]([CH2:13][C@H:14]([CH2:18][C:19]2[CH:24]=[CH:23][C:22]([O:25][CH3:26])=[C:21]([O:27][CH2:28][CH2:29][CH2:30][O:31][CH3:32])[CH:20]=2)[CH:15]([CH3:17])[CH3:16])[C@@H:10]([CH2:33][NH:38][CH:35]2[CH2:37][CH2:36]2)[CH2:9]1)=[O:7])([CH3:4])([CH3:2])[CH3:3], predict the reactants needed to synthesize it. The reactants are: [C:1]([O:5][C:6]([N:8]1[CH2:12][C@H:11]([CH2:13][C@H:14]([CH2:18][C:19]2[CH:24]=[CH:23][C:22]([O:25][CH3:26])=[C:21]([O:27][CH2:28][CH2:29][CH2:30][O:31][CH3:32])[CH:20]=2)[CH:15]([CH3:17])[CH3:16])[C@@H:10]([CH:33]=O)[CH2:9]1)=[O:7])([CH3:4])([CH3:3])[CH3:2].[CH:35]1([NH2:38])[CH2:37][CH2:36]1.[BH4-].[Na+]. (8) Given the product [C:1]([O:5][C:6](=[O:22])[NH:7][C:8]1[CH:13]=[C:12]([Cl:14])[C:11]([C:15]([F:17])([F:18])[F:16])=[CH:10][C:9]=1[NH2:19])([CH3:4])([CH3:2])[CH3:3], predict the reactants needed to synthesize it. The reactants are: [C:1]([O:5][C:6](=[O:22])[NH:7][C:8]1[CH:13]=[C:12]([Cl:14])[C:11]([C:15]([F:18])([F:17])[F:16])=[CH:10][C:9]=1[N+:19]([O-])=O)([CH3:4])([CH3:3])[CH3:2].O.O.Cl[Sn]Cl. (9) Given the product [ClH:21].[ClH:21].[NH:8]1[CH2:9][CH2:10][CH:11]([N:14]2[CH2:18][CH2:17][CH2:16][C@H:15]2[CH2:19][OH:20])[CH2:12][CH2:13]1, predict the reactants needed to synthesize it. The reactants are: C(OC([N:8]1[CH2:13][CH2:12][CH:11]([N:14]2[CH2:18][CH2:17][CH2:16][C@H:15]2[CH2:19][OH:20])[CH2:10][CH2:9]1)=O)(C)(C)C.[ClH:21]. (10) Given the product [N:25]1([C:2]2[CH:7]=[CH:6][C:5]([C:8]3[N:9]([C:19]4[CH:20]=[N:21][CH:22]=[CH:23][CH:24]=4)[CH:10]=[C:11]([C:13]4[CH:18]=[CH:17][CH:16]=[CH:15][N:14]=4)[N:12]=3)=[CH:4][CH:3]=2)[CH:29]=[CH:28][N:27]=[CH:26]1, predict the reactants needed to synthesize it. The reactants are: I[C:2]1[CH:7]=[CH:6][C:5]([C:8]2[N:9]([C:19]3[CH:20]=[N:21][CH:22]=[CH:23][CH:24]=3)[CH:10]=[C:11]([C:13]3[CH:18]=[CH:17][CH:16]=[CH:15][N:14]=3)[N:12]=2)=[CH:4][CH:3]=1.[NH:25]1[CH:29]=[CH:28][N:27]=[C:26]1C=O.C([O-])([O-])=O.[Cs+].[Cs+].CN(C)[C@@H]1CCCC[C@H]1N.